Dataset: CYP2D6 inhibition data for predicting drug metabolism from PubChem BioAssay. Task: Regression/Classification. Given a drug SMILES string, predict its absorption, distribution, metabolism, or excretion properties. Task type varies by dataset: regression for continuous measurements (e.g., permeability, clearance, half-life) or binary classification for categorical outcomes (e.g., BBB penetration, CYP inhibition). Dataset: cyp2d6_veith. (1) The compound is CC(=O)SC[C@@H](Cc1ccccc1)C(=O)NCC(=O)OCc1ccccc1. The result is 1 (inhibitor). (2) The compound is COCCn1c(=O)c(-c2ccc(OC)cc2)nc2cnc(N3CCOCC3)nc21. The result is 0 (non-inhibitor). (3) The molecule is Cc1cc(C)c2c(-n3cccc3)c(C(=O)NNS(=O)(=O)c3ccc(Br)cc3)sc2n1. The result is 1 (inhibitor). (4) The drug is Cc1cccc(C)c1NC(=O)CSc1nnc(-c2ccccc2)n1Cc1ccc2c(c1)OCO2. The result is 1 (inhibitor). (5) The compound is CCCCCN=c1ccn(Cc2ccccc2)c2ccccc12. The result is 1 (inhibitor). (6) The drug is CC[C@H](C)[C@@H]1CN[C@H](C(=O)O)[C@H]1CC(=O)O. The result is 0 (non-inhibitor). (7) The molecule is C[C@@H](C(=O)Nc1ccc2ccccc2c1)[C@@H]1C[C@@]1(C)[C@@H](NS(=O)(=O)c1ccc2ccccc2c1)c1ccccc1. The result is 0 (non-inhibitor).